Dataset: Reaction yield outcomes from USPTO patents with 853,638 reactions. Task: Predict the reaction yield, written as a fraction of the theoretical maximum amount of product (1.0 means a 100% yield; for example, 0.34 means a 34% yield). The reactants are C[O:2][C:3](=[O:26])[C:4]1[C:5](=[C:10]([O:14][CH2:15][C:16]2[S:20][C:19]3[CH:21]=[CH:22][CH:23]=[C:24]([F:25])[C:18]=3[CH:17]=2)[CH:11]=[CH:12][CH:13]=1)[C:6]([O:8]C)=[O:7]. The catalyst is [OH-].[Na+]. The product is [F:25][C:24]1[C:18]2[CH:17]=[C:16]([CH2:15][O:14][C:10]3[CH:11]=[CH:12][CH:13]=[C:4]([C:3]([OH:26])=[O:2])[C:5]=3[C:6]([OH:8])=[O:7])[S:20][C:19]=2[CH:21]=[CH:22][CH:23]=1. The yield is 0.840.